Predict the product of the given reaction. From a dataset of Forward reaction prediction with 1.9M reactions from USPTO patents (1976-2016). (1) Given the reactants [NH2:1][C:2]1[CH:7]=[CH:6][C:5]([CH:8]([CH2:14][CH:15]([CH3:17])[CH3:16])[C:9]([O:11][CH2:12][CH3:13])=[O:10])=[CH:4][C:3]=1[O:18][CH2:19][C:20]([F:23])([F:22])[F:21].C1C(=O)N([Br:31])C(=O)C1, predict the reaction product. The product is: [NH2:1][C:2]1[C:3]([O:18][CH2:19][C:20]([F:21])([F:22])[F:23])=[CH:4][C:5]([CH:8]([CH2:14][CH:15]([CH3:16])[CH3:17])[C:9]([O:11][CH2:12][CH3:13])=[O:10])=[CH:6][C:7]=1[Br:31]. (2) Given the reactants [C:1]([O:5][C:6]([N:8]1[CH2:13][CH2:12][CH:11]([CH2:14][CH2:15][C:16](O)=[O:17])[CH2:10][CH2:9]1)=[O:7])([CH3:4])([CH3:3])[CH3:2].B.O, predict the reaction product. The product is: [C:1]([O:5][C:6]([N:8]1[CH2:13][CH2:12][CH:11]([CH2:14][CH2:15][CH2:16][OH:17])[CH2:10][CH2:9]1)=[O:7])([CH3:4])([CH3:3])[CH3:2]. (3) Given the reactants [NH2:1][C:2]1[CH:7]=[C:6]([O:8][C:9]2[CH:14]=[CH:13][C:12]([NH:15][C:16]([C:18]3([C:21]([NH:23][C:24]4[CH:29]=[CH:28][C:27]([F:30])=[CH:26][CH:25]=4)=[O:22])[CH2:20][CH2:19]3)=[O:17])=[C:11]([F:31])[C:10]=2[F:32])[CH:5]=[CH:4][N:3]=1.C([N:35]([CH2:38]C)CC)C.ClC([O:43][C:44]1[CH:49]=CC=C[CH:45]=1)=O.C(=O)([O-])[OH:51].[Na+], predict the reaction product. The product is: [F:31][C:11]1[C:10]([F:32])=[C:9]([O:8][C:6]2[CH:5]=[CH:4][N:3]=[C:2]([NH:1][C:38]([N:35]3[CH2:45][CH:44]([OH:43])[CH2:49]3)=[O:51])[CH:7]=2)[CH:14]=[CH:13][C:12]=1[NH:15][C:16]([C:18]1([C:21]([NH:23][C:24]2[CH:29]=[CH:28][C:27]([F:30])=[CH:26][CH:25]=2)=[O:22])[CH2:19][CH2:20]1)=[O:17]. (4) Given the reactants Cl[C:2]1[CH:7]=[N:6][CH:5]=[C:4]([Cl:8])[N:3]=1.[CH3:9][O:10][CH2:11][C@@H:12]([NH2:14])[CH3:13].CCN(CC)CC, predict the reaction product. The product is: [Cl:8][C:4]1[CH:5]=[N:6][CH:7]=[C:2]([NH:14][C@@H:12]([CH3:13])[CH2:11][O:10][CH3:9])[N:3]=1. (5) Given the reactants O.O.[N:3]1[C:12]2[C:7](=[C:8]([N:13]3[C:17]([CH:18]4[CH2:20][CH2:19]4)=[C:16]([C:21]([NH:23][C:24]([NH2:26])=[NH:25])=[O:22])[CH:15]=[N:14]3)[CH:9]=[CH:10][CH:11]=2)[CH:6]=[CH:5][CH:4]=1.[ClH:27], predict the reaction product. The product is: [OH2:22].[ClH:27].[N:3]1[C:12]2[C:7](=[C:8]([N:13]3[C:17]([CH:18]4[CH2:20][CH2:19]4)=[C:16]([C:21]([NH:23][C:24]([NH2:26])=[NH:25])=[O:22])[CH:15]=[N:14]3)[CH:9]=[CH:10][CH:11]=2)[CH:6]=[CH:5][CH:4]=1. (6) The product is: [CH3:14][NH:1][C:2]1[CH:3]=[C:4]([CH:11]=[CH:12][CH:13]=1)[C:5]([O:7][CH2:8][CH:9]=[CH2:10])=[O:6]. Given the reactants [NH2:1][C:2]1[CH:3]=[C:4]([CH:11]=[CH:12][CH:13]=1)[C:5]([O:7][CH2:8][CH:9]=[CH2:10])=[O:6].[CH:14](OCC)(OCC)OCC, predict the reaction product. (7) Given the reactants [OH:1][CH2:2][CH:3]([N:6]1[CH:15]=[CH:14][C:13]2[C:8](=[CH:9][CH:10]=[CH:11][C:12]=2[N+:16]([O-])=O)[C:7]1=[O:19])[CH2:4][OH:5].CO, predict the reaction product. The product is: [NH2:16][C:12]1[CH:11]=[CH:10][CH:9]=[C:8]2[C:13]=1[CH:14]=[CH:15][N:6]([CH:3]([CH2:2][OH:1])[CH2:4][OH:5])[C:7]2=[O:19].